The task is: Predict the reactants needed to synthesize the given product.. This data is from Full USPTO retrosynthesis dataset with 1.9M reactions from patents (1976-2016). The reactants are: [C:1]([C:3]1[CH:8]=[CH:7][CH:6]=[CH:5][C:4]=1[C:9]1[CH:10]=[CH:11][C:12](/[CH:15]=[CH:16]/[C@@H:17]2[C@H:25]3[C@:21]([C:28]([NH2:30])=[O:29])([C:22](=[O:27])[O:23][C@@H:24]3[CH3:26])[CH2:20][C:19]([F:32])([F:31])[C@H:18]2[CH3:33])=[N:13][CH:14]=1)#[N:2].[NH2:34]N. Given the product [C:1]([C:3]1[CH:8]=[CH:7][CH:6]=[CH:5][C:4]=1[C:9]1[CH:10]=[CH:11][C:12](/[CH:15]=[CH:16]/[C@@H:17]2[C@H:25]3[C@:21]([C:28]([NH:30][NH2:34])=[O:29])([C:22](=[O:27])[O:23][C@@H:24]3[CH3:26])[CH2:20][C:19]([F:32])([F:31])[C@H:18]2[CH3:33])=[N:13][CH:14]=1)#[N:2], predict the reactants needed to synthesize it.